Dataset: Catalyst prediction with 721,799 reactions and 888 catalyst types from USPTO. Task: Predict which catalyst facilitates the given reaction. (1) Reactant: [C:1]([O:5][C:6]([NH:8][C@H:9]([CH2:13][CH2:14][C:15]1[CH:20]=[CH:19][CH:18]=[CH:17][CH:16]=1)[C:10]([OH:12])=O)=[O:7])([CH3:4])([CH3:3])[CH3:2].[Cl-].[CH3:22][C:23]1[N:28]=[CH:27][C:26]([C:29]2[NH:30][C:31]3[CH:32]=[C:33]([NH3+:43])[CH:34]=[C:35]4[C:41](=[O:42])[NH:40][N:39]=[CH:38][C:37]=2[C:36]=34)=[CH:25][CH:24]=1.C(N(CC)CC)C.CN(C(ON1N=NC2C=CC=NC1=2)=[N+](C)C)C.F[P-](F)(F)(F)(F)F. Product: [CH3:22][C:23]1[N:28]=[CH:27][C:26]([C:29]2[NH:30][C:31]3[CH:32]=[C:33]([NH:43][C:10]([C@H:9]([NH:8][C:6](=[O:7])[O:5][C:1]([CH3:2])([CH3:3])[CH3:4])[CH2:13][CH2:14][C:15]4[CH:20]=[CH:19][CH:18]=[CH:17][CH:16]=4)=[O:12])[CH:34]=[C:35]4[C:41](=[O:42])[NH:40][N:39]=[CH:38][C:37]=2[C:36]=34)=[CH:25][CH:24]=1. The catalyst class is: 9. (2) Reactant: [N+:1]([C:4]1[CH:26]=[CH:25][C:7]([O:8][C:9]2[CH:10]=[CH:11][C:12]([B:17]3[O:21]C(C)(C)C(C)[O:18]3)=[C:13]([CH:16]=2)[CH:14]=O)=[CH:6][CH:5]=1)([O-:3])=[O:2].[BH4-].[Na+].Cl.C([O-])(O)=O.[Na+]. Product: [N+:1]([C:4]1[CH:26]=[CH:25][C:7]([O:8][C:9]2[CH:10]=[CH:11][C:12]3[B:17]([OH:18])[O:21][CH2:14][C:13]=3[CH:16]=2)=[CH:6][CH:5]=1)([O-:3])=[O:2]. The catalyst class is: 88.